Dataset: Full USPTO retrosynthesis dataset with 1.9M reactions from patents (1976-2016). Task: Predict the reactants needed to synthesize the given product. (1) Given the product [CH2:9]([N:6]1[CH2:7][CH2:8][C@H:3]2[CH2:2][NH:1][C:20](=[O:21])[O:16][C@@H:4]2[CH2:5]1)[C:10]1[CH:15]=[CH:14][CH:13]=[CH:12][CH:11]=1, predict the reactants needed to synthesize it. The reactants are: [NH2:1][CH2:2][C@@H:3]1[CH2:8][CH2:7][N:6]([CH2:9][C:10]2[CH:15]=[CH:14][CH:13]=[CH:12][CH:11]=2)[CH2:5][C@H:4]1[OH:16].CN([CH:20]=[O:21])C.C1N=CN(C(N2C=NC=C2)=O)C=1. (2) Given the product [CH2:22]([S:24]([C:27]1[S:31][C:30]([N:32]2[CH2:33][CH2:34][N:35]([C:10]([C:9]3[CH:13]=[C:5]([S:2]([CH3:1])(=[O:3])=[O:4])[CH:6]=[CH:7][C:8]=3[O:14][CH:15]([CH3:20])[C:16]([F:19])([F:18])[F:17])=[O:12])[CH2:36][CH2:37]2)=[N:29][CH:28]=1)(=[O:26])=[O:25])[CH3:23], predict the reactants needed to synthesize it. The reactants are: [CH3:1][S:2]([C:5]1[CH:6]=[CH:7][C:8]([O:14][CH:15]([CH3:20])[C:16]([F:19])([F:18])[F:17])=[C:9]([CH:13]=1)[C:10]([OH:12])=O)(=[O:4])=[O:3].Cl.[CH2:22]([S:24]([C:27]1[S:31][C:30]([N:32]2[CH2:37][CH2:36][NH:35][CH2:34][CH2:33]2)=[N:29][CH:28]=1)(=[O:26])=[O:25])[CH3:23]. (3) Given the product [Br:1][C:2]1[C:10]([O:11][CH3:12])=[CH:9][C:5]([CH2:6][OH:7])=[CH:4][C:3]=1[O:13][CH3:14], predict the reactants needed to synthesize it. The reactants are: [Br:1][C:2]1[C:10]([O:11][CH3:12])=[CH:9][C:5]([C:6](O)=[O:7])=[CH:4][C:3]=1[O:13][CH3:14].C1COCC1.CSC.B. (4) Given the product [CH3:60][O:61][C:62](=[O:70])[C:63]1[CH:68]=[CH:67][CH:66]=[CH:65][C:64]=1[NH:59][C:50]1[C:51]2[C:56](=[CH:55][CH:54]=[CH:53][CH:52]=2)[CH:57]=[CH:58][C:49]=1[O:48][CH3:47], predict the reactants needed to synthesize it. The reactants are: C1C=CC(P(C2C(C3C(P(C4C=CC=CC=4)C4C=CC=CC=4)=CC=C4C=3C=CC=C4)=C3C(C=CC=C3)=CC=2)C2C=CC=CC=2)=CC=1.[CH3:47][O:48][C:49]1[CH:58]=[CH:57][C:56]2[C:51](=[CH:52][CH:53]=[CH:54][CH:55]=2)[C:50]=1[NH2:59].[CH3:60][O:61][C:62](=[O:70])[C:63]1[CH:68]=[CH:67][CH:66]=[CH:65][C:64]=1Br.C(=O)([O-])[O-].[Cs+].[Cs+]. (5) The reactants are: C(OC(=O)[NH:7][CH:8]([CH:41]([CH3:43])[CH3:42])[C:9]([NH:11][C@H:12]1[CH2:17][CH2:16][C@H:15]([NH:18][C:19]2[C:28]3[C:23](=[CH:24][CH:25]=[C:26]([C:29]4[CH:34]=[C:33]([F:35])[C:32]([OH:36])=[C:31]([Cl:37])[CH:30]=4)[N:27]=3)[N:22]=[CH:21][C:20]=2[C:38](=[O:40])[CH3:39])[CH2:14][CH2:13]1)=[O:10])(C)(C)C.C(O)(C(F)(F)F)=O.C1(N)C(F)=C(F)C(F)=C(N)C=1F.[ClH:64].Cl. Given the product [ClH:37].[ClH:64].[C:38]([C:20]1[CH:21]=[N:22][C:23]2[C:28]([C:19]=1[NH:18][C@H:15]1[CH2:16][CH2:17][C@H:12]([NH:11][C:9](=[O:10])[CH:8]([NH2:7])[CH:41]([CH3:43])[CH3:42])[CH2:13][CH2:14]1)=[N:27][C:26]([C:29]1[CH:34]=[C:33]([F:35])[C:32]([OH:36])=[C:31]([Cl:37])[CH:30]=1)=[CH:25][CH:24]=2)(=[O:40])[CH3:39], predict the reactants needed to synthesize it.